Dataset: Forward reaction prediction with 1.9M reactions from USPTO patents (1976-2016). Task: Predict the product of the given reaction. (1) Given the reactants [O:1]=[C:2]1[CH2:6][CH2:5][CH2:4][CH:3]1[C:7]([O:9][CH3:10])=[O:8].C(=O)([O-])[O-].[K+].[K+].[CH2:17](I)[CH3:18], predict the reaction product. The product is: [CH2:17]([C:3]1([C:7]([O:9][CH3:10])=[O:8])[CH2:4][CH2:5][CH2:6][C:2]1=[O:1])[CH3:18]. (2) Given the reactants [CH3:1][N:2]1[CH2:7][CH2:6][N:5]([CH2:8][C:9]2[CH:14]=[CH:13][C:12]([N:15]3[CH:19]=[C:18]([NH2:20])[C:17]([C:21]([NH2:23])=O)=[N:16]3)=[CH:11][CH:10]=2)[CH2:4][CH2:3]1.Cl[C:25]1[C:30]2[CH:31]=[CH:32][S:33][C:29]=2[CH:28]=[CH:27][N:26]=1.C(O)(=[O:36])C.CO, predict the reaction product. The product is: [S:33]1[C:29]2[CH:28]=[CH:27][N:26]=[C:25]([NH:16][C:17]3[C:18]([C:19]([NH:15][C:12]4[CH:13]=[CH:14][C:9]([CH2:8][N:5]5[CH2:6][CH2:7][N:2]([CH3:1])[CH2:3][CH2:4]5)=[CH:10][CH:11]=4)=[O:36])=[N:20][NH:23][CH:21]=3)[C:30]=2[CH:31]=[CH:32]1. (3) The product is: [N:1]1[C:10]2[C:5](=[CH:6][N:7]=[CH:8][CH:9]=2)[CH:4]=[CH:3][C:2]=1[CH2:11][CH2:12][C:13]([OH:15])=[O:14]. Given the reactants [N:1]1[C:10]2[C:5](=[CH:6][N:7]=[CH:8][CH:9]=2)[CH:4]=[CH:3][C:2]=1/[CH:11]=[CH:12]/[C:13]([OH:15])=[O:14], predict the reaction product. (4) Given the reactants [C:1]([O:4][C@H:5]1[C@@H:14]2[O:15]C(C)(C)[O:17][C@@:13]32[C@H:8]([C@H:9]([C:21]2[N:22]=[C:23]([CH2:26][CH3:27])[S:24][CH:25]=2)[CH2:10][CH2:11][C@H:12]3[CH3:20])[CH:7]=[C:6]1[CH3:28])(=[O:3])[CH3:2], predict the reaction product. The product is: [C:1]([O:4][C@@H:5]1[C:6]([CH3:28])=[CH:7][C@@H:8]2[C@:13]([OH:17])([C@H:12]([CH3:20])[CH2:11][CH2:10][C@H:9]2[C:21]2[N:22]=[C:23]([CH2:26][CH3:27])[S:24][CH:25]=2)[C@H:14]1[OH:15])(=[O:3])[CH3:2]. (5) Given the reactants [N+:1]([C:4]1[CH:9]=[CH:8][C:7]([C:10]2[CH:14]=[C:13]([CH2:15][OH:16])[O:12][N:11]=2)=[CH:6][CH:5]=1)([O-])=O.[H][H], predict the reaction product. The product is: [NH2:1][C:4]1[CH:5]=[CH:6][C:7]([C:10]2[CH:14]=[C:13]([CH2:15][OH:16])[O:12][N:11]=2)=[CH:8][CH:9]=1. (6) Given the reactants Br[C:2]1[CH:3]=[C:4]([CH:9]=[CH:10][C:11]=1[F:12])[C:5]([O:7][CH3:8])=[O:6].C([N:15](CC)CC)C.[C:20]1([CH3:26])[CH:25]=[CH:24][CH:23]=[CH:22][CH:21]=1, predict the reaction product. The product is: [F:12][C:11]1[CH:10]=[CH:9][C:4]([C:5]([O:7][CH3:8])=[O:6])=[CH:3][C:2]=1[C:26]#[C:20][C:21]1[CH:22]=[CH:23][CH:24]=[CH:25][N:15]=1. (7) Given the reactants CCCP(=O)=O.[Cl:7][C:8]1[CH:16]=[CH:15][C:11]([C:12]([NH2:14])=O)=[C:10]([N:17]2[C:24](=[O:25])[C:23]3[CH:22]=[CH:21][N:20]([CH:26]([CH3:28])[CH3:27])[C:19]=3[CH:18]2[C:29]2[CH:34]=[CH:33][C:32]([Cl:35])=[CH:31][CH:30]=2)[CH:9]=1.CCN(CC)CC, predict the reaction product. The product is: [Cl:7][C:8]1[CH:16]=[CH:15][C:11]([C:12]#[N:14])=[C:10]([N:17]2[C:24](=[O:25])[C:23]3[CH:22]=[CH:21][N:20]([CH:26]([CH3:28])[CH3:27])[C:19]=3[CH:18]2[C:29]2[CH:30]=[CH:31][C:32]([Cl:35])=[CH:33][CH:34]=2)[CH:9]=1.